This data is from Catalyst prediction with 721,799 reactions and 888 catalyst types from USPTO. The task is: Predict which catalyst facilitates the given reaction. (1) Reactant: [F:1][C:2]1[CH:7]=[CH:6][C:5]([CH:8]=[CH:9][C:10]2[CH:15]=[CH:14][C:13]([N+:16]([O-])=O)=[CH:12][CH:11]=2)=[CH:4][CH:3]=1.Cl.[Sn].[OH-].[Na+]. Product: [F:1][C:2]1[CH:3]=[CH:4][C:5]([CH:8]=[CH:9][C:10]2[CH:11]=[CH:12][C:13]([NH2:16])=[CH:14][CH:15]=2)=[CH:6][CH:7]=1. The catalyst class is: 8. (2) Reactant: N(CC=C)CC(O)=O.CCN=C=NCCCN(C)C.[CH2:20]([NH:28][C:29]([C@@H:31]1[CH2:35][CH2:34][C@H:33]([CH2:36][CH:37]=[CH2:38])[NH:32]1)=[O:30])[CH2:21][C:22]1[CH:27]=[CH:26][CH:25]=[CH:24][CH:23]=1.[CH2:39]([N:43]1[CH2:50][CH2:49][CH2:48][C@H:44]1[C:45](N)=[O:46])CC=C. Product: [CH2:20]([NH:28][C:29]([C@@H:31]1[CH2:35][CH2:34][C@H:33]([CH2:36][CH:37]=[CH2:38])[N:32]1[C:45](=[O:46])[C@@H:44]([NH:43][CH3:39])[CH2:48][CH:49]=[CH2:50])=[O:30])[CH2:21][C:22]1[CH:27]=[CH:26][CH:25]=[CH:24][CH:23]=1. The catalyst class is: 154. (3) Reactant: [CH2:1]([O:8][C:9]1[CH:10]=[C:11]([CH2:15][CH2:16][NH2:17])[CH:12]=[CH:13][CH:14]=1)[C:2]1[CH:7]=[CH:6][CH:5]=[CH:4][CH:3]=1.[OH-].[Na+].[C:20](O[C:20]([O:22][C:23]([CH3:26])([CH3:25])[CH3:24])=[O:21])([O:22][C:23]([CH3:26])([CH3:25])[CH3:24])=[O:21]. Product: [CH2:1]([O:8][C:9]1[CH:10]=[C:11]([CH2:15][CH2:16][NH:17][C:20](=[O:21])[O:22][C:23]([CH3:26])([CH3:25])[CH3:24])[CH:12]=[CH:13][CH:14]=1)[C:2]1[CH:3]=[CH:4][CH:5]=[CH:6][CH:7]=1. The catalyst class is: 38. (4) Reactant: C(OC([N:8]1[C:38]2[C:33](=[CH:34][CH:35]=[C:36]([Cl:39])[CH:37]=2)[C:10]2([CH:15]([C:16]3[CH:21]=[CH:20][CH:19]=[C:18]([Cl:22])[CH:17]=3)[CH2:14][C:13](=[O:23])[N:12]([CH2:24][CH3:25])[CH:11]2[C:26]2[CH:31]=[CH:30][CH:29]=[CH:28][C:27]=2[CH3:32])[C:9]1=[O:40])=O)(C)(C)C.FC(F)(F)C(O)=O. Product: [Cl:39][C:36]1[CH:37]=[C:38]2[NH:8][C:9](=[O:40])[C:10]3([CH:15]([C:16]4[CH:21]=[CH:20][CH:19]=[C:18]([Cl:22])[CH:17]=4)[CH2:14][C:13](=[O:23])[N:12]([CH2:24][CH3:25])[CH:11]3[C:26]3[CH:31]=[CH:30][CH:29]=[CH:28][C:27]=3[CH3:32])[C:33]2=[CH:34][CH:35]=1. The catalyst class is: 4. (5) Reactant: [NH2:1][C:2]1[C:11]([N+:12]([O-:14])=[O:13])=[CH:10][C:5]([C:6]([O:8][CH3:9])=[O:7])=[C:4](F)[CH:3]=1.[CH3:16][O:17][C:18]1[CH:23]=[CH:22][C:21]([OH:24])=[CH:20][CH:19]=1.C([O-])([O-])=O.[K+].[K+]. Product: [NH2:1][C:2]1[C:11]([N+:12]([O-:14])=[O:13])=[CH:10][C:5]([C:6]([O:8][CH3:9])=[O:7])=[C:4]([O:24][C:21]2[CH:22]=[CH:23][C:18]([O:17][CH3:16])=[CH:19][CH:20]=2)[CH:3]=1. The catalyst class is: 692. (6) Reactant: S(Cl)([Cl:4])(=O)=O.[CH3:6][N:7]1[C:11]([CH3:12])=[N:10][N:9]=[C:8]1[C:13]1[CH:18]=[CH:17][N:16]=[CH:15][CH:14]=1.C([O-])(O)=O.[Na+]. Product: [Cl:4][CH2:12][C:11]1[N:7]([CH3:6])[C:8]([C:13]2[CH:18]=[CH:17][N:16]=[CH:15][CH:14]=2)=[N:9][N:10]=1. The catalyst class is: 59. (7) Reactant: [CH2:1]([O:3][C:4](=[O:20])[C:5]([CH3:19])([CH3:18])[CH2:6][CH2:7][CH2:8][CH:9]=[CH:10][C:11]1[CH:16]=[CH:15][CH:14]=[CH:13][C:12]=1[Cl:17])[CH3:2].[BrH:21]. The catalyst class is: 15. Product: [CH2:1]([O:3][C:4](=[O:20])[C:5]([CH3:19])([CH3:18])[CH2:6][CH2:7][CH2:8][CH2:9][CH:10]([Br:21])[C:11]1[CH:16]=[CH:15][CH:14]=[CH:13][C:12]=1[Cl:17])[CH3:2]. (8) Reactant: [NH2:1][CH2:2][CH2:3][CH2:4][OH:5].Br[CH2:7][C:8]([O:10][CH2:11][CH3:12])=[O:9]. Product: [CH2:11]([O:10][C:8](=[O:9])[CH2:7][NH:1][CH2:2][CH2:3][CH2:4][OH:5])[CH3:12]. The catalyst class is: 6. (9) Reactant: [OH:1][C:2]1[CH:3]=[C:4]([CH:7]=[CH:8][CH:9]=1)[CH:5]=O.[CH3:10][C:11]1([CH3:19])[O:16][C:15](=[O:17])[CH2:14][C:13](=[O:18])[O:12]1. Product: [OH:1][C:2]1[CH:3]=[C:4]([CH:5]=[C:14]2[C:15](=[O:17])[O:16][C:11]([CH3:19])([CH3:10])[O:12][C:13]2=[O:18])[CH:7]=[CH:8][CH:9]=1. The catalyst class is: 6. (10) Reactant: [H-].[Na+].[CH2:3]([O:5][C:6]([C:8]1[N:9]=[CH:10][N:11]([C:13]2[CH:18]=[CH:17][CH:16]=[C:15]([CH2:19][OH:20])[CH:14]=2)[CH:12]=1)=[O:7])[CH3:4].[N:21]1[CH:26]=[CH:25][CH:24]=[CH:23][C:22]=1[CH2:27]OS(C)(=O)=O. Product: [CH2:3]([O:5][C:6]([C:8]1[N:9]=[CH:10][N:11]([C:13]2[CH:18]=[CH:17][CH:16]=[C:15]([CH2:19][O:20][CH2:27][C:22]3[CH:23]=[CH:24][CH:25]=[CH:26][N:21]=3)[CH:14]=2)[CH:12]=1)=[O:7])[CH3:4]. The catalyst class is: 1.